Dataset: Catalyst prediction with 721,799 reactions and 888 catalyst types from USPTO. Task: Predict which catalyst facilitates the given reaction. Reactant: [F:1][C:2]([F:10])(S(F)(=O)=O)C(O)=O.[N+:11]([C:14]1[CH:15]=[C:16]([N:21]2[N:25]=[CH:24][CH:23]=[N:22]2)[C:17]([OH:20])=[N:18][CH:19]=1)([O-:13])=[O:12].[N+](C1C=C(N2C=CN=N2)C(O)=NC=1)([O-])=O.S([O-])([O-])(=O)=O.[Na+].[Na+].C(=O)([O-])O.[Na+]. Product: [F:1][CH:2]([F:10])[O:20][C:17]1[C:16]([N:21]2[N:25]=[CH:24][CH:23]=[N:22]2)=[CH:15][C:14]([N+:11]([O-:13])=[O:12])=[CH:19][N:18]=1. The catalyst class is: 10.